The task is: Predict the product of the given reaction.. This data is from Forward reaction prediction with 1.9M reactions from USPTO patents (1976-2016). (1) Given the reactants [Cl:1][C:2]1[CH:8]=[C:7]([O:9][C:10]2[C:19]3[C:14](=[CH:15][C:16]([O:22][CH3:23])=[C:17]([O:20][CH3:21])[CH:18]=3)[N:13]=[CH:12][N:11]=2)[CH:6]=[CH:5][C:3]=1[NH2:4].ClC(Cl)(O[C:28](=[O:34])OC(Cl)(Cl)Cl)Cl.[CH2:36]([NH:38][CH2:39][CH2:40][CH3:41])[CH3:37].CO, predict the reaction product. The product is: [Cl:1][C:2]1[CH:8]=[C:7]([O:9][C:10]2[C:19]3[C:14](=[CH:15][C:16]([O:22][CH3:23])=[C:17]([O:20][CH3:21])[CH:18]=3)[N:13]=[CH:12][N:11]=2)[CH:6]=[CH:5][C:3]=1[NH:4][C:28](=[O:34])[N:38]([CH2:36][CH3:37])[CH2:39][CH2:40][CH3:41]. (2) Given the reactants [F:1][C:2]1[CH:10]=[C:9]2[C:5]([CH:6]=[CH:7][NH:8]2)=[CH:4][C:3]=1[C:11]#[C:12][CH2:13][CH2:14][CH2:15][OH:16].[BH3-]C#N.[Na+].O.[OH-].[Na+], predict the reaction product. The product is: [F:1][C:2]1[CH:10]=[C:9]2[C:5]([CH2:6][CH2:7][NH:8]2)=[CH:4][C:3]=1[C:11]#[C:12][CH2:13][CH2:14][CH2:15][OH:16]. (3) Given the reactants [Cl:1][C:2]1[CH:7]=[CH:6][C:5]([CH3:8])=[CH:4][C:3]=1[NH:9][C:10]1[N:15]2[N:16]=[CH:17][C:18]([C:19]([O:21][CH2:22][CH3:23])=[O:20])=[C:14]2[N:13]=[CH:12][C:11]=1[C:24]([OH:26])=O.Cl.[F:28][C:29]1([C:35]2[CH:40]=[CH:39][CH:38]=[CH:37][CH:36]=2)[CH2:34][CH2:33][NH:32][CH2:31][CH2:30]1, predict the reaction product. The product is: [Cl:1][C:2]1[CH:7]=[CH:6][C:5]([CH3:8])=[CH:4][C:3]=1[NH:9][C:10]1[N:15]2[N:16]=[CH:17][C:18]([C:19]([O:21][CH2:22][CH3:23])=[O:20])=[C:14]2[N:13]=[CH:12][C:11]=1[C:24]([N:32]1[CH2:33][CH2:34][C:29]([F:28])([C:35]2[CH:36]=[CH:37][CH:38]=[CH:39][CH:40]=2)[CH2:30][CH2:31]1)=[O:26].